Task: Predict the reactants needed to synthesize the given product.. Dataset: Full USPTO retrosynthesis dataset with 1.9M reactions from patents (1976-2016) (1) Given the product [Br:1][C:2]1[CH:3]=[C:4]([F:12])[C:5]([O:10][CH3:11])=[C:6]([CH:9]=1)[CH2:7][O:8][Si:19]([C:32]([CH3:35])([CH3:34])[CH3:33])([C:26]1[CH:27]=[CH:28][CH:29]=[CH:30][CH:31]=1)[C:20]1[CH:25]=[CH:24][CH:23]=[CH:22][CH:21]=1, predict the reactants needed to synthesize it. The reactants are: [Br:1][C:2]1[CH:3]=[C:4]([F:12])[C:5]([O:10][CH3:11])=[C:6]([CH:9]=1)[CH2:7][OH:8].N1C=CN=C1.Cl[Si:19]([C:32]([CH3:35])([CH3:34])[CH3:33])([C:26]1[CH:31]=[CH:30][CH:29]=[CH:28][CH:27]=1)[C:20]1[CH:25]=[CH:24][CH:23]=[CH:22][CH:21]=1. (2) Given the product [Br:14][C:15]1[CH:20]=[CH:19][C:18]([N:10]([C:7]2[CH:6]=[CH:5][C:4]([F:3])=[CH:9][CH:8]=2)[C:11](=[O:13])[CH3:12])=[C:17]([N+:22]([O-:24])=[O:23])[CH:16]=1, predict the reactants needed to synthesize it. The reactants are: [H-].[Na+].[F:3][C:4]1[CH:9]=[CH:8][C:7]([NH:10][C:11](=[O:13])[CH3:12])=[CH:6][CH:5]=1.[Br:14][C:15]1[CH:20]=[CH:19][C:18](F)=[C:17]([N+:22]([O-:24])=[O:23])[CH:16]=1. (3) Given the product [C:7]([C:9]1[CH:36]=[C:35]([C:37]2[CH:42]=[CH:41][N:40]=[CH:39][CH:38]=2)[CH:34]=[CH:33][C:10]=1[C:11]([N:13]1[CH2:18][CH2:17][N:16]([S:19]([C:22]2[CH:31]=[CH:30][C:29]3[C:24](=[CH:25][CH:26]=[C:27]([Cl:32])[CH:28]=3)[CH:23]=2)(=[O:21])=[O:20])[CH2:15][CH2:14]1)=[O:12])([OH:8])=[O:6], predict the reactants needed to synthesize it. The reactants are: Cl.C([O:6][C:7]([C:9]1[CH:36]=[C:35]([C:37]2[CH:42]=[CH:41][N:40]=[CH:39][CH:38]=2)[CH:34]=[CH:33][C:10]=1[C:11]([N:13]1[CH2:18][CH2:17][N:16]([S:19]([C:22]2[CH:31]=[CH:30][C:29]3[C:24](=[CH:25][CH:26]=[C:27]([Cl:32])[CH:28]=3)[CH:23]=2)(=[O:21])=[O:20])[CH2:15][CH2:14]1)=[O:12])=[O:8])(C)(C)C.FC(F)(F)C(O)=O.